This data is from Forward reaction prediction with 1.9M reactions from USPTO patents (1976-2016). The task is: Predict the product of the given reaction. (1) Given the reactants [CH:1]1([C:6]2([O:33][CH3:34])[CH2:11][CH2:10][N:9]([C:12]3[CH:17]=[CH:16][C:15]([C:18]4[S:22][C:21]([C:23]5[CH:32]=[CH:31][C:26]([C:27]([O:29]C)=[O:28])=[CH:25][CH:24]=5)=[N:20][N:19]=4)=[CH:14][CH:13]=3)[CH2:8][CH2:7]2)[CH2:5][CH2:4][CH2:3][CH2:2]1.[OH-].[Na+].O.Cl, predict the reaction product. The product is: [CH:1]1([C:6]2([O:33][CH3:34])[CH2:7][CH2:8][N:9]([C:12]3[CH:13]=[CH:14][C:15]([C:18]4[S:22][C:21]([C:23]5[CH:24]=[CH:25][C:26]([C:27]([OH:29])=[O:28])=[CH:31][CH:32]=5)=[N:20][N:19]=4)=[CH:16][CH:17]=3)[CH2:10][CH2:11]2)[CH2:2][CH2:3][CH2:4][CH2:5]1. (2) Given the reactants [CH3:1][O:2][C:3](=[O:26])[CH2:4][C@H:5]1[C:9]2[CH:10]=[CH:11][C:12]([O:14][C@H:15]3[C:23]4[C:18](=[C:19]([OH:25])[CH:20]=[CH:21][C:22]=4[F:24])[CH2:17][CH2:16]3)=[CH:13][C:8]=2[O:7][CH2:6]1.[N:27]1[C:36]2[C:31](=[CH:32][CH:33]=[CH:34][C:35]=2B(O)O)[CH:30]=[CH:29][CH:28]=1, predict the reaction product. The product is: [CH3:1][O:2][C:3](=[O:26])[CH2:4][C@H:5]1[C:9]2[CH:10]=[CH:11][C:12]([O:14][C@H:15]3[C:23]4[C:18](=[C:19]([O:25][C:35]5[CH:34]=[CH:33][CH:32]=[C:31]6[C:36]=5[N:27]=[CH:28][CH:29]=[CH:30]6)[CH:20]=[CH:21][C:22]=4[F:24])[CH2:17][CH2:16]3)=[CH:13][C:8]=2[O:7][CH2:6]1. (3) Given the reactants [CH2:1]([N:8]1[C:16]2[C:11](=[CH:12][C:13]([C:17]3[CH:22]=[CH:21][C:20]([OH:23])=[CH:19][CH:18]=3)=[CH:14][CH:15]=2)[C:10]([CH2:24][C:25]2[CH:30]=[CH:29][CH:28]=[CH:27][CH:26]=2)=[C:9]1[CH3:31])[C:2]1[CH:7]=[CH:6][CH:5]=[CH:4][CH:3]=1.C([O-])([O-])=O.[K+].[K+].Br[CH2:39][C:40]#[N:41], predict the reaction product. The product is: [CH2:1]([N:8]1[C:16]2[C:11](=[CH:12][C:13]([C:17]3[CH:22]=[CH:21][C:20]([O:23][CH2:39][C:40]#[N:41])=[CH:19][CH:18]=3)=[CH:14][CH:15]=2)[C:10]([CH2:24][C:25]2[CH:30]=[CH:29][CH:28]=[CH:27][CH:26]=2)=[C:9]1[CH3:31])[C:2]1[CH:3]=[CH:4][CH:5]=[CH:6][CH:7]=1. (4) Given the reactants Cl[C:2]1[CH:7]=[CH:6][N:5]=[C:4]2[NH:8][CH:9]=[CH:10][C:3]=12.[Na+].[I-:12].[C:13](Cl)(=[O:15])[CH3:14].C([O-])([O-])=O.[Na+].[Na+].OS([O-])=O.[Na+], predict the reaction product. The product is: [I:12][C:2]1[CH:7]=[CH:6][N:5]=[C:4]2[N:8]([C:13](=[O:15])[CH3:14])[CH:9]=[CH:10][C:3]=12. (5) Given the reactants [Cl:1][C:2]1[C:7]([NH:8][NH:9]C(OC(C)(C)C)=O)=[C:6]([F:17])[C:5]([CH2:18][NH:19][C:20](=[O:25])[C:21]([CH3:24])([CH3:23])[CH3:22])=[CH:4][CH:3]=1.[Cl:26][C:27]1[CH:37]=[CH:36][CH:35]=[C:34]([F:38])[C:28]=1[C:29]([N:31]=[C:32]=[O:33])=O.C(O)(C(F)(F)F)=O, predict the reaction product. The product is: [Cl:1][C:2]1[CH:3]=[CH:4][C:5]([CH2:18][NH:19][C:20](=[O:25])[C:21]([CH3:24])([CH3:22])[CH3:23])=[C:6]([F:17])[C:7]=1[N:8]1[C:32](=[O:33])[NH:31][C:29]([C:28]2[C:34]([F:38])=[CH:35][CH:36]=[CH:37][C:27]=2[Cl:26])=[N:9]1. (6) Given the reactants [CH2:1]([C:3]1[C:8](=[O:9])[NH:7][C:6]([CH3:10])=[C:5]([C:11]2[CH:12]=[N:13][CH:14]=[C:15]([C:17]([OH:19])=O)[CH:16]=2)[CH:4]=1)[CH3:2].[N:20]1[CH:25]=[CH:24][CH:23]=[CH:22][C:21]=1[CH2:26][NH2:27], predict the reaction product. The product is: [N:20]1[CH:25]=[CH:24][CH:23]=[CH:22][C:21]=1[CH2:26][NH:27][C:17]([C:15]1[CH:16]=[C:11]([C:5]2[CH:4]=[C:3]([CH2:1][CH3:2])[C:8](=[O:9])[NH:7][C:6]=2[CH3:10])[CH:12]=[N:13][CH:14]=1)=[O:19]. (7) The product is: [O:25]=[C:10]1[C:11]2([CH2:17][CH2:16][NH:15][CH2:14][CH2:13]2)[CH2:12][N:9]1[C:6]1[CH:5]=[CH:4][C:3]([C:1]#[N:2])=[CH:8][N:7]=1. Given the reactants [C:1]([C:3]1[CH:4]=[CH:5][C:6]([N:9]2[CH2:12][C:11]3([CH2:17][CH2:16][N:15](C(OC(C)(C)C)=O)[CH2:14][CH2:13]3)[C:10]2=[O:25])=[N:7][CH:8]=1)#[N:2].C(O)(C(F)(F)F)=O, predict the reaction product. (8) The product is: [Cl:29][C:26]1[CH:27]=[CH:28][C:23](/[C:21](/[OH:22])=[CH:20]/[C:8]([CH:6]2[CH2:5][CH2:4][O:3][C:2]([CH3:11])([CH3:1])[CH2:7]2)=[O:9])=[CH:24][CH:25]=1. Given the reactants [CH3:1][C:2]1([CH3:11])[CH2:7][CH:6]([C:8](Cl)=[O:9])[CH2:5][CH2:4][O:3]1.CCOCC.[Mg+2].[Br-].[Br-].[CH3:20][C:21]([C:23]1[CH:28]=[CH:27][C:26]([Cl:29])=[CH:25][CH:24]=1)=[O:22].CCN(C(C)C)C(C)C, predict the reaction product. (9) Given the reactants [CH:1]1[C:14]2[C:5](=[N:6][CH:7]=[C:8]3[C:13]=2[CH:12]=[CH:11][CH:10]=[CH:9]3)[CH:4]=[CH:3][CH:2]=1.[Cl:15][C:16]1[N:24]=[CH:23][CH:22]=[CH:21][C:17]=1[C:18](Cl)=[O:19].[NH:25]1[C:33]2[C:28](=[CH:29][CH:30]=[CH:31][CH:32]=2)[CH:27]=[CH:26]1, predict the reaction product. The product is: [Cl:15][C:16]1[C:17]([C:18]([N:6]2[CH:7]([C:27]3[C:28]4[C:33](=[CH:32][CH:31]=[CH:30][CH:29]=4)[NH:25][CH:26]=3)[C:8]3[C:13](=[CH:12][CH:11]=[CH:10][CH:9]=3)[C:14]3[CH:1]=[CH:2][CH:3]=[CH:4][C:5]2=3)=[O:19])=[CH:21][CH:22]=[CH:23][N:24]=1.